This data is from Forward reaction prediction with 1.9M reactions from USPTO patents (1976-2016). The task is: Predict the product of the given reaction. Given the reactants [NH2:1][CH2:2][C@@H:3]1[C@H:8]([CH3:9])[CH2:7][CH2:6][CH2:5][N:4]1[C:10]([C:12]1[CH:17]=[C:16]([CH3:18])[CH:15]=[CH:14][C:13]=1[N:19]1[N:23]=[CH:22][CH:21]=[N:20]1)=[O:11].Cl[C:25]1[C:32]([F:33])=[CH:31][C:28]([C:29]#[N:30])=[CH:27][N:26]=1, predict the reaction product. The product is: [F:33][C:32]1[C:25]([NH:1][CH2:2][C@@H:3]2[C@H:8]([CH3:9])[CH2:7][CH2:6][CH2:5][N:4]2[C:10](=[O:11])[C:12]2[CH:17]=[C:16]([CH3:18])[CH:15]=[CH:14][C:13]=2[N:19]2[N:23]=[CH:22][CH:21]=[N:20]2)=[N:26][CH:27]=[C:28]([CH:31]=1)[C:29]#[N:30].